Dataset: Full USPTO retrosynthesis dataset with 1.9M reactions from patents (1976-2016). Task: Predict the reactants needed to synthesize the given product. Given the product [F:27][C:2]1([F:1])[CH2:7][CH2:6][CH:5]([CH2:8][C:9]2[N:13]3[C:14]([CH3:20])=[CH:15][C:16]([C:18]#[N:19])=[CH:17][C:12]3=[N:11][C:10]=2[CH:21]([S:23]([CH2:26][CH3:28])(=[O:24])=[O:25])[CH3:22])[CH2:4][CH2:3]1, predict the reactants needed to synthesize it. The reactants are: [F:1][C:2]1([F:27])[CH2:7][CH2:6][CH:5]([CH2:8][C:9]2[N:13]3[C:14]([CH3:20])=[CH:15][C:16]([C:18]#[N:19])=[CH:17][C:12]3=[N:11][C:10]=2[CH:21]([S:23]([CH3:26])(=[O:25])=[O:24])[CH3:22])[CH2:4][CH2:3]1.[CH2:28]([Li])CCC.IC.[Cl-].[NH4+].